Task: Binary Classification. Given a T-cell receptor sequence (or CDR3 region) and an epitope sequence, predict whether binding occurs between them.. Dataset: TCR-epitope binding with 47,182 pairs between 192 epitopes and 23,139 TCRs (1) The epitope is LLFGYPVYV. The TCR CDR3 sequence is CASSFGGDEQHF. Result: 0 (the TCR does not bind to the epitope). (2) The epitope is LEPLVDLPI. The TCR CDR3 sequence is RASSLVFRASNYGYTF. Result: 1 (the TCR binds to the epitope). (3) The epitope is KLGGALQAK. The TCR CDR3 sequence is CASSVLASGSHEQFF. Result: 1 (the TCR binds to the epitope). (4) The epitope is SQASSRSSSR. Result: 1 (the TCR binds to the epitope). The TCR CDR3 sequence is CASSPGTEAFF. (5) The epitope is TLIGDCATV. The TCR CDR3 sequence is CSVGAALPQHF. Result: 1 (the TCR binds to the epitope).